From a dataset of Catalyst prediction with 721,799 reactions and 888 catalyst types from USPTO. Predict which catalyst facilitates the given reaction. (1) Reactant: [CH3:1][Si:2]([CH3:50])([CH3:49])[CH2:3][CH2:4][O:5][CH2:6][N:7]([CH2:41][O:42][CH2:43][CH2:44][Si:45]([CH3:48])([CH3:47])[CH3:46])[C:8]1[N:13]2[N:14]=[CH:15][C:16]([C:17]3[CH:18]=[N:19][C:20]([C:23]4[CH:28]=[CH:27][CH:26]=[CH:25][CH:24]=4)=[CH:21][CH:22]=3)=[C:12]2[N:11]=[C:10]([CH:29]2[CH2:34][CH2:33][CH:32]([CH2:35][C:36]([O:38][CH2:39][CH3:40])=[O:37])[CH2:31][CH2:30]2)[CH:9]=1.[Br:51]N1C(=O)CCC1=O. Product: [CH3:46][Si:45]([CH3:48])([CH3:47])[CH2:44][CH2:43][O:42][CH2:41][N:7]([CH2:6][O:5][CH2:4][CH2:3][Si:2]([CH3:1])([CH3:49])[CH3:50])[C:8]1[N:13]2[N:14]=[CH:15][C:16]([C:17]3[CH:18]=[N:19][C:20]([C:23]4[CH:28]=[CH:27][CH:26]=[CH:25][CH:24]=4)=[CH:21][CH:22]=3)=[C:12]2[N:11]=[C:10]([CH:29]2[CH2:34][CH2:33][CH:32]([CH2:35][C:36]([O:38][CH2:39][CH3:40])=[O:37])[CH2:31][CH2:30]2)[C:9]=1[Br:51]. The catalyst class is: 10. (2) Reactant: [Cl:1][C:2]1[CH:3]=[CH:4][C:5]2[N:11]3[C:12]([CH3:16])=[C:13]([CH3:15])[N:14]=[C:10]3[C@@H:9]([CH2:17][CH2:18][C:19]#N)[O:8][C@H:7]([C:21]3[CH:26]=[CH:25][CH:24]=[C:23]([O:27][CH3:28])[C:22]=3[O:29][CH3:30])[C:6]=2[CH:31]=1.[OH-:32].[Na+].C[OH:35].Cl. Product: [Cl:1][C:2]1[CH:3]=[CH:4][C:5]2[N:11]3[C:12]([CH3:16])=[C:13]([CH3:15])[N:14]=[C:10]3[C@@H:9]([CH2:17][CH2:18][C:19]([OH:35])=[O:32])[O:8][C@H:7]([C:21]3[CH:26]=[CH:25][CH:24]=[C:23]([O:27][CH3:28])[C:22]=3[O:29][CH3:30])[C:6]=2[CH:31]=1. The catalyst class is: 32. (3) Reactant: Cl[C:2]1[C:3]2[N:11]=[CH:10][CH:9]=[CH:8][C:4]=2[N:5]=[CH:6][N:7]=1.[CH2:12]([NH2:19])[C:13]1[CH:18]=[CH:17][CH:16]=[CH:15][CH:14]=1.Cl. Product: [CH2:12]([NH:19][C:2]1[C:3]2[N:11]=[CH:10][CH:9]=[CH:8][C:4]=2[N:5]=[CH:6][N:7]=1)[C:13]1[CH:18]=[CH:17][CH:16]=[CH:15][CH:14]=1. The catalyst class is: 41. (4) Reactant: [CH3:1][CH2:2][N:3]([C:5]([O:7][C:8]1[CH:9]=[CH:10][CH:11]=[C:12]([C@@H:14]([N:16]([CH3:18])[CH3:17])[CH3:15])[CH:13]=1)=[O:6])[CH3:4].[C:19]([OH:28])(=[O:27])[C@@H:20]([C@H:22]([C:24]([OH:26])=[O:25])[OH:23])[OH:21]. Product: [CH3:1][CH2:2][N:3]([C:5]([O:7][C:8]1[CH:9]=[CH:10][CH:11]=[C:12]([C@@H:14]([N:16]([CH3:18])[CH3:17])[CH3:15])[CH:13]=1)=[O:6])[CH3:4].[CH:20]([OH:21])([C:19]([OH:28])=[O:27])[CH:22]([OH:23])[C:24]([OH:26])=[O:25]. The catalyst class is: 21.